From a dataset of Full USPTO retrosynthesis dataset with 1.9M reactions from patents (1976-2016). Predict the reactants needed to synthesize the given product. (1) Given the product [F:1][C:2]([F:6])([F:5])[CH2:3][NH:4][CH2:8][C:9]([O:11][CH2:12][CH3:13])=[O:10], predict the reactants needed to synthesize it. The reactants are: [F:1][C:2]([F:6])([F:5])[CH2:3][NH2:4].Br[CH2:8][C:9]([O:11][CH2:12][CH3:13])=[O:10].[I-].[K+]. (2) Given the product [CH3:2][O:3][C:4]1[CH:5]=[CH:6][C:7]([C:10]2[N:14]([C:15]3[CH:24]=[CH:23][C:18]([O:19][CH2:20][CH2:21][NH:22][C:30]([NH2:31])=[O:29])=[CH:17][CH:16]=3)[N:13]=[C:12]([C:25]([F:28])([F:26])[F:27])[CH:11]=2)=[CH:8][CH:9]=1, predict the reactants needed to synthesize it. The reactants are: Cl.[CH3:2][O:3][C:4]1[CH:9]=[CH:8][C:7]([C:10]2[N:14]([C:15]3[CH:24]=[CH:23][C:18]([O:19][CH2:20][CH2:21][NH2:22])=[CH:17][CH:16]=3)[N:13]=[C:12]([C:25]([F:28])([F:27])[F:26])[CH:11]=2)=[CH:6][CH:5]=1.[O-:29][C:30]#[N:31].[Na+]. (3) Given the product [Cl:1][C:2]1[C:3]([N+:13]([O-:15])=[O:14])=[CH:4][C:5]2[O:10][CH2:9][C:8](=[O:11])[N:7]([CH2:25][CH2:24][CH2:23][Cl:22])[C:6]=2[CH:12]=1, predict the reactants needed to synthesize it. The reactants are: [Cl:1][C:2]1[C:3]([N+:13]([O-:15])=[O:14])=[CH:4][C:5]2[O:10][CH2:9][C:8](=[O:11])[NH:7][C:6]=2[CH:12]=1.C([O-])([O-])=O.[Cs+].[Cs+].[Cl:22][CH2:23][CH2:24][CH2:25]I. (4) Given the product [CH2:29]([O:28][C:26](=[O:27])[CH2:25][N:12]([CH2:11][CH2:10][CH2:9][CH2:8][NH:7][C:6]([O:5][C:1]([CH3:4])([CH3:3])[CH3:2])=[O:16])[CH2:13][CH2:14][CH3:15])[CH3:30], predict the reactants needed to synthesize it. The reactants are: [C:1]([O:5][C:6](=[O:16])[NH:7][CH2:8][CH2:9][CH2:10][CH2:11][NH:12][CH2:13][CH2:14][CH3:15])([CH3:4])([CH3:3])[CH3:2].C(N(CC)CC)C.Br[CH2:25][C:26]([O:28][CH2:29][CH3:30])=[O:27]. (5) Given the product [CH3:23][C:17]1[C:16]([CH2:15][O:14][C:12]2[CH:11]=[CH:10][C:9]3[C:5]([CH2:4][C:3]([OH:24])=[O:2])=[CH:6][O:7][C:8]=3[CH:13]=2)=[CH:21][CH:20]=[C:19]([CH3:22])[N:18]=1, predict the reactants needed to synthesize it. The reactants are: C[O:2][C:3](=[O:24])[CH2:4][C:5]1[C:9]2[CH:10]=[CH:11][C:12]([O:14][CH2:15][C:16]3[C:17]([CH3:23])=[N:18][C:19]([CH3:22])=[CH:20][CH:21]=3)=[CH:13][C:8]=2[O:7][CH:6]=1.[OH-].[Na+].C1COCC1.